This data is from NCI-60 drug combinations with 297,098 pairs across 59 cell lines. The task is: Regression. Given two drug SMILES strings and cell line genomic features, predict the synergy score measuring deviation from expected non-interaction effect. Drug 1: CC1=C(C(=CC=C1)Cl)NC(=O)C2=CN=C(S2)NC3=CC(=NC(=N3)C)N4CCN(CC4)CCO. Drug 2: CS(=O)(=O)CCNCC1=CC=C(O1)C2=CC3=C(C=C2)N=CN=C3NC4=CC(=C(C=C4)OCC5=CC(=CC=C5)F)Cl. Cell line: OVCAR-5. Synergy scores: CSS=3.91, Synergy_ZIP=-1.13, Synergy_Bliss=2.27, Synergy_Loewe=1.63, Synergy_HSA=1.92.